From a dataset of Cav3 T-type calcium channel HTS with 100,875 compounds. Binary Classification. Given a drug SMILES string, predict its activity (active/inactive) in a high-throughput screening assay against a specified biological target. (1) The result is 0 (inactive). The compound is S(c1nc2c(c(c1)C)cccc2)CC(=O)c1cc2OCOc2cc1. (2) The molecule is O1CCN(CC(O)COc2ccc(OCc3ccccc3)cc2)CC1. The result is 0 (inactive). (3) The molecule is S(CC(=O)N1CCCCC1)CC(OCC(=O)c1c2c([nH]c1)cccc2)=O. The result is 0 (inactive).